Dataset: Reaction yield outcomes from USPTO patents with 853,638 reactions. Task: Predict the reaction yield, written as a fraction of the theoretical maximum amount of product (1.0 means a 100% yield; for example, 0.34 means a 34% yield). (1) The reactants are Br[C:2]1[CH:7]=[CH:6][C:5]([O:8][CH2:9][CH2:10][C@@H:11]([CH3:18])[CH2:12][CH2:13][CH:14]=[C:15]([CH3:17])[CH3:16])=[CH:4][CH:3]=1.[B:19](OC)([O:22]C)[O:20]C.Cl. The catalyst is O1CCCC1. The product is [CH3:18][C@@H:11]([CH2:12][CH2:13][CH:14]=[C:15]([CH3:17])[CH3:16])[CH2:10][CH2:9][O:8][C:5]1[CH:6]=[CH:7][C:2]([B:19]([OH:22])[OH:20])=[CH:3][CH:4]=1. The yield is 0.650. (2) The reactants are [NH2:1][C:2]([CH3:7])([CH3:6])[C:3]([OH:5])=[O:4].S(Cl)([Cl:10])=O.[CH3:12]O. No catalyst specified. The product is [ClH:10].[CH3:12][O:4][C:3](=[O:5])[C:2]([NH2:1])([CH3:7])[CH3:6]. The yield is 0.940.